This data is from Forward reaction prediction with 1.9M reactions from USPTO patents (1976-2016). The task is: Predict the product of the given reaction. (1) Given the reactants C[O-].[Na+].C[O:5][C:6](=O)[CH2:7][S:8][CH2:9][CH2:10][C:11]([O:13][CH3:14])=[O:12].Cl, predict the reaction product. The product is: [O:5]=[C:6]1[CH2:7][S:8][CH2:9][CH:10]1[C:11]([O:13][CH3:14])=[O:12]. (2) Given the reactants Br[C:2]1[CH:3]=[C:4]2[C:15]3([N:20]=[C:19]([NH2:21])[CH:18]([CH:22]4[CH2:27][CH2:26][CH2:25][CH2:24][CH2:23]4)[O:17][CH2:16]3)[C:14]3[CH:13]=[C:12]([Cl:28])[N:11]=[CH:10][C:9]=3[O:8][C:5]2=[CH:6][CH:7]=1.C(=O)([O-])[O-].[Na+].[Na+].O1CCOCC1.[F:41][C:42]1[C:47](B(O)O)=[CH:46][CH:45]=[CH:44][N:43]=1, predict the reaction product. The product is: [Cl:28][C:12]1[N:11]=[CH:10][C:9]2[O:8][C:5]3[C:4]([C@@:15]4([N:20]=[C:19]([NH2:21])[C@H:18]([CH:22]5[CH2:27][CH2:26][CH2:25][CH2:24][CH2:23]5)[O:17][CH2:16]4)[C:14]=2[CH:13]=1)=[CH:3][C:2]([C:47]1[C:42]([F:41])=[N:43][CH:44]=[CH:45][CH:46]=1)=[CH:7][CH:6]=3.[Cl:28][C:12]1[N:11]=[CH:10][C:9]2[O:8][C:5]3[C:4]([C@:15]4([N:20]=[C:19]([NH2:21])[C@H:18]([CH:22]5[CH2:27][CH2:26][CH2:25][CH2:24][CH2:23]5)[O:17][CH2:16]4)[C:14]=2[CH:13]=1)=[CH:3][C:2]([C:47]1[C:42]([F:41])=[N:43][CH:44]=[CH:45][CH:46]=1)=[CH:7][CH:6]=3. (3) Given the reactants [CH3:1][O:2][C:3]1[CH:4]=[CH:5][C:6]2[C:10](=[O:11])[O:9][CH:8]([CH2:12][C:13]([O:15]CCCC)=[O:14])[C:7]=2[CH:20]=1, predict the reaction product. The product is: [CH3:1][O:2][C:3]1[CH:4]=[CH:5][C:6]2[C:10](=[O:11])[O:9][CH:8]([CH2:12][C:13]([OH:15])=[O:14])[C:7]=2[CH:20]=1. (4) Given the reactants [CH2:1]([O:8][C:9]1[CH:18]=[CH:17][CH:16]=[C:15]2[C:10]=1[CH2:11][CH2:12][CH2:13][CH:14]2[C:19](O)=[O:20])[C:2]1[CH:7]=[CH:6][CH:5]=[CH:4][CH:3]=1.[N:22]1([C:27]2[CH:32]=[CH:31][C:30]([CH2:33][NH:34][C:35]3[CH:40]=[CH:39][C:38]([CH:41]([CH3:43])[CH3:42])=[CH:37][CH:36]=3)=[CH:29][CH:28]=2)[CH:26]=[CH:25][N:24]=[CH:23]1, predict the reaction product. The product is: [CH2:1]([O:8][C:9]1[CH:18]=[CH:17][CH:16]=[C:15]2[C:10]=1[CH2:11][CH2:12][CH2:13][CH:14]2[C:19]([N:34]([CH2:33][C:30]1[CH:29]=[CH:28][C:27]([N:22]2[CH:26]=[CH:25][N:24]=[CH:23]2)=[CH:32][CH:31]=1)[C:35]1[CH:36]=[CH:37][C:38]([CH:41]([CH3:43])[CH3:42])=[CH:39][CH:40]=1)=[O:20])[C:2]1[CH:3]=[CH:4][CH:5]=[CH:6][CH:7]=1. (5) Given the reactants [CH2:1]([O:3][C:4](=[O:16])[CH2:5][CH2:6][C:7]1[CH:8]=[C:9]2[N:14]([CH:15]=1)[CH:13]=[CH:12][CH:11]=[CH:10]2)[CH3:2].[N+](=[CH:19][C:20]([O:22][CH2:23][CH3:24])=[O:21])=[N-], predict the reaction product. The product is: [CH2:1]([O:3][C:4](=[O:16])[CH2:5][CH2:6][C:7]1[CH:8]=[C:9]2[N:14]([C:15]=1[CH2:19][C:20]([O:22][CH2:23][CH3:24])=[O:21])[CH:13]=[CH:12][CH:11]=[CH:10]2)[CH3:2]. (6) Given the reactants [Li+].CC([N-]C(C)C)C.[Cl:9][C:10]1[CH:15]=[CH:14][CH:13]=[C:12]([C:16]([F:19])([F:18])[F:17])[N:11]=1.[I:20]I, predict the reaction product. The product is: [Cl:9][C:10]1[N:11]=[C:12]([C:16]([F:17])([F:18])[F:19])[C:13]([I:20])=[CH:14][CH:15]=1. (7) Given the reactants [C:1]([O:5][C:6]([N:8]1[CH2:13][CH2:12][CH:11]([C:14](O)=O)[CH2:10][CH2:9]1)=[O:7])([CH3:4])([CH3:3])[CH3:2].C1N=CN(C(N2C=NC=C2)=O)C=1.[NH2:29][C:30]1[CH:31]=[C:32]([CH:35]=[CH:36][C:37]=1[NH2:38])[C:33]#[N:34], predict the reaction product. The product is: [C:33]([C:32]1[CH:35]=[CH:36][C:37]2[NH:38][C:14]([CH:11]3[CH2:12][CH2:13][N:8]([C:6]([O:5][C:1]([CH3:4])([CH3:3])[CH3:2])=[O:7])[CH2:9][CH2:10]3)=[N:29][C:30]=2[CH:31]=1)#[N:34]. (8) Given the reactants [NH2:1][C:2]1[C:3]2[CH:10]=[CH:9][N:8]([C@@H:11]3[O:15][C@H:14]([CH2:16][O:17][C:18](=[O:22])[CH:19]([CH3:21])[CH3:20])[C@@H:13]([O:23]C(=O)C(C)C)[C@@:12]3([C:30]#[CH:31])[OH:29])[C:4]=2[N:5]=[CH:6][N:7]=1.N.O, predict the reaction product. The product is: [NH2:1][C:2]1[C:3]2[CH:10]=[CH:9][N:8]([C@@H:11]3[O:15][C@H:14]([CH2:16][O:17][C:18](=[O:22])[CH:19]([CH3:21])[CH3:20])[C@@H:13]([OH:23])[C@@:12]3([C:30]#[CH:31])[OH:29])[C:4]=2[N:5]=[CH:6][N:7]=1. (9) Given the reactants ON1C2C=CC=CC=2N=N1.Cl.CN(C)CCCN=C=NCC.[F:23][C:24]([F:28])([F:27])[CH2:25][NH2:26].[Cl:29][C:30]1[CH:35]=[CH:34][N:33]=[C:32]([C:36](O)=[O:37])[CH:31]=1, predict the reaction product. The product is: [F:23][C:24]([F:28])([F:27])[CH2:25][NH:26][C:36]([C:32]1[CH:31]=[C:30]([Cl:29])[CH:35]=[CH:34][N:33]=1)=[O:37]. (10) Given the reactants [N:1]1C=[CH:5][CH:4]=[CH:3][CH:2]=1.[CH3:7][C:8](C)=[O:9].[CH:11]1[CH:16]=CC=C[CH:12]=1, predict the reaction product. The product is: [C:2](#[N:1])[CH:3]=[CH2:4].[CH:8](=[O:9])[CH3:7].[CH:12]([CH:11]=[CH2:16])=[O:9].[CH2:2]=[CH:3][CH:4]=[CH2:5].